This data is from Full USPTO retrosynthesis dataset with 1.9M reactions from patents (1976-2016). The task is: Predict the reactants needed to synthesize the given product. (1) Given the product [CH3:21][NH:22][CH:16]([C:14]1[CH:13]=[CH:12][C:11]2[N:7]([CH:2]3[CH2:3][CH2:4][CH2:5][CH2:6][O:1]3)[CH:8]=[N:9][C:10]=2[CH:15]=1)[CH3:17], predict the reactants needed to synthesize it. The reactants are: [O:1]1[CH2:6][CH2:5][CH2:4][CH2:3][CH:2]1[N:7]1[C:11]2[CH:12]=[CH:13][C:14]([C:16](=O)[CH3:17])=[CH:15][C:10]=2[N:9]=[CH:8]1.[BH4-].[Na+].[CH3:21][NH2:22]. (2) Given the product [CH2:26]([N:23]([CH2:24][CH3:25])[C:21]([C:20]1[CH:19]=[CH:18][C:17]([C:16](=[C:30]2[CH2:31][CH2:32][NH:33][CH2:34][CH2:35]2)[C:11]2[CH:12]=[CH:13][CH:14]=[CH:15][C:10]=2[NH:9][C:1](=[O:8])[CH2:2][CH2:3][C:4]2[CH:37]=[CH:36][CH:7]=[CH:6][CH:5]=2)=[CH:29][CH:28]=1)=[O:22])[CH3:27], predict the reactants needed to synthesize it. The reactants are: [C:1]([NH:9][C:10]1[CH:15]=[CH:14][CH:13]=[CH:12][C:11]=1[C:16](=[C:30]1[CH2:35][CH2:34][NH:33][CH2:32][CH2:31]1)[C:17]1[CH:29]=[CH:28][C:20]([C:21]([N:23]([CH2:26][CH3:27])[CH2:24][CH3:25])=[O:22])=[CH:19][CH:18]=1)(=[O:8])[C:2]1[CH:7]=[CH:6][CH:5]=[CH:4][CH:3]=1.[CH3:36][C:37](OC(N1CCC(=C(C2C=CC=CC=2N)C2C=CC(C(N(CC)CC)=O)=CC=2)CC1)=O)(C)C.C1C=CC(CCC(Cl)=O)=CC=1.C(O)(C(F)(F)F)=O. (3) Given the product [NH2:1][C:2]1[N:10]=[CH:9][C:8]([Br:11])=[CH:7][C:3]=1[C:4]([NH:23][C:18]1[CH:19]=[CH:20][CH:21]=[CH:22][C:17]=1[F:16])=[O:6], predict the reactants needed to synthesize it. The reactants are: [NH2:1][C:2]1[N:10]=[CH:9][C:8]([Br:11])=[CH:7][C:3]=1[C:4]([OH:6])=O.O=S(Cl)Cl.[F:16][C:17]1[CH:22]=[CH:21][CH:20]=[CH:19][C:18]=1[NH2:23]. (4) The reactants are: [CH2:1]([N:3]1[C:11]([C:12]2[CH:13]=[N:14][C:15]([CH3:18])=[N:16][CH:17]=2)=[N:10][C:9]2[C:4]1=[N:5][CH:6]=[N:7][C:8]=2[NH:19][C@@H:20]1[CH2:24][N:23](C(OC(C)(C)C)=O)[C@@H:22]([C:32]([O:34][CH3:35])=[O:33])[CH2:21]1)[CH3:2].[C:36]([OH:42])([C:38]([F:41])([F:40])[F:39])=[O:37]. Given the product [CH3:35][O:34][C:32]([C@H:22]1[CH2:21][C@H:20]([NH:19][C:8]2[N:7]=[CH:6][N:5]=[C:4]3[C:9]=2[N:10]=[C:11]([C:12]2[CH:13]=[N:14][C:15]([CH3:18])=[N:16][CH:17]=2)[N:3]3[CH2:1][CH3:2])[CH2:24][NH:23]1)=[O:33].[F:39][C:38]([F:41])([F:40])[C:36]([O-:42])=[O:37], predict the reactants needed to synthesize it.